Dataset: Full USPTO retrosynthesis dataset with 1.9M reactions from patents (1976-2016). Task: Predict the reactants needed to synthesize the given product. (1) Given the product [NH2:23][C:22]1[N:2]2[N:1]=[C:5]3[CH2:6][S:7][CH2:8][C:4]3=[C:3]2[N:9]=[C:18]([C:11]2[C:10]([CH3:24])=[CH:15][C:14]([CH3:16])=[CH:13][C:12]=2[CH3:17])[C:19]=1[C:20]#[N:21], predict the reactants needed to synthesize it. The reactants are: [NH:1]1[C:5]2[CH2:6][S:7][CH2:8][C:4]=2[C:3]([NH2:9])=[N:2]1.[C:10]1([CH3:24])[CH:15]=[C:14]([CH3:16])[CH:13]=[C:12]([CH3:17])[C:11]=1[CH:18]=[C:19]([C:22]#[N:23])[C:20]#[N:21]. (2) Given the product [C:1]([C:4]1[CH:12]=[CH:11][C:7]([C:8]([O:10][CH3:14])=[O:9])=[CH:6][CH:5]=1)(=[O:3])[CH3:2], predict the reactants needed to synthesize it. The reactants are: [C:1]([C:4]1[CH:12]=[CH:11][C:7]([C:8]([OH:10])=[O:9])=[CH:6][CH:5]=1)(=[O:3])[CH3:2].Cl.[CH3:14]O. (3) Given the product [CH3:1][C:2]1[N:11]([C:12]2[CH:17]=[CH:16][C:15]([O:18][CH2:27][CH2:26][N:20]3[CH2:25][CH2:24][CH2:23][CH2:22][CH2:21]3)=[CH:14][CH:13]=2)[C:10](=[O:19])[C:9]2[C:4](=[CH:5][CH:6]=[CH:7][CH:8]=2)[N:3]=1, predict the reactants needed to synthesize it. The reactants are: [CH3:1][C:2]1[N:11]([C:12]2[CH:17]=[CH:16][C:15]([OH:18])=[CH:14][CH:13]=2)[C:10](=[O:19])[C:9]2[C:4](=[CH:5][CH:6]=[CH:7][CH:8]=2)[N:3]=1.[N:20]1([CH2:26][CH2:27]O)[CH2:25][CH2:24][CH2:23][CH2:22][CH2:21]1.C1(P(C2C=CC=CC=2)C2C=CC=CC=2)C=CC=CC=1.CCOC(/N=N/C(OCC)=O)=O. (4) The reactants are: [N:1]([CH2:4][C@@H:5]([OH:22])[CH2:6][N:7]1[C:13]2[CH:14]=[CH:15][CH:16]=[CH:17][C:12]=2[CH2:11][CH2:10][C:9]2[CH:18]=[CH:19][CH:20]=[CH:21][C:8]1=2)=[N+]=[N-].C1C=CC(P(C2C=CC=CC=2)C2C=CC=CC=2)=CC=1. Given the product [NH2:1][CH2:4][C@@H:5]([OH:22])[CH2:6][N:7]1[C:8]2[CH:21]=[CH:20][CH:19]=[CH:18][C:9]=2[CH2:10][CH2:11][C:12]2[CH:17]=[CH:16][CH:15]=[CH:14][C:13]1=2, predict the reactants needed to synthesize it. (5) Given the product [CH:6]([C:5]1[CH:8]=[CH:9][C:2]([O:1][C:11]2[CH:18]=[CH:17][C:14]([C:15]#[N:16])=[CH:13][N:12]=2)=[CH:3][CH:4]=1)=[O:7], predict the reactants needed to synthesize it. The reactants are: [OH:1][C:2]1[CH:9]=[CH:8][C:5]([CH:6]=[O:7])=[CH:4][CH:3]=1.Cl[C:11]1[CH:18]=[CH:17][C:14]([C:15]#[N:16])=[CH:13][N:12]=1.C([O-])([O-])=O.[K+].[K+].CC(N(C)C)=O.C1(C)C=CC=CC=1. (6) Given the product [Cl:8][CH:9]1[CH2:12][CH:11]([C:13]([O:15][CH3:2])=[O:14])[CH2:10]1, predict the reactants needed to synthesize it. The reactants are: [Si](C=[N+]=[N-])(C)(C)[CH3:2].[Cl:8][CH:9]1[CH2:12][CH:11]([C:13]([OH:15])=[O:14])[CH2:10]1. (7) Given the product [CH3:3][C:4]1[C:9]2[NH:10][C:11](=[O:13])[O:12][C:8]=2[CH:7]=[C:6]([C:14]([OH:16])=[O:15])[CH:5]=1, predict the reactants needed to synthesize it. The reactants are: [OH-].[Na+].[CH3:3][C:4]1[C:9]2[NH:10][C:11](=[O:13])[O:12][C:8]=2[CH:7]=[C:6]([C:14]([O:16]C)=[O:15])[CH:5]=1.O.Cl. (8) Given the product [CH3:1][C:2]1[C:3]([C:20]([F:22])([F:21])[F:23])=[CH:4][C:5]([NH:8][CH2:9][CH2:10][CH2:11][CH2:12][CH2:13][CH2:14][C:15]([O:17][CH2:18][CH3:19])=[O:16])=[C:6]([N+:28]([O-:30])=[O:29])[CH:7]=1, predict the reactants needed to synthesize it. The reactants are: [CH3:1][C:2]1[CH:7]=[CH:6][C:5]([NH:8][CH2:9][CH2:10][CH2:11][CH2:12][CH2:13][CH2:14][C:15]([O:17][CH2:18][CH3:19])=[O:16])=[CH:4][C:3]=1[C:20]([F:23])([F:22])[F:21].C(O)(=O)C.[N+:28]([O-])([OH:30])=[O:29].C(OC(=O)C)(=O)C. (9) Given the product [C:7]([O:11][C:12](=[O:24])[NH:13][CH:14]1[CH2:15][CH2:16][N:17]([CH2:20][CH:21]([SH:22])[CH2:23][N:1]2[CH2:6][CH2:5][O:4][CH2:3][CH2:2]2)[CH2:18][CH2:19]1)([CH3:9])([CH3:8])[CH3:10], predict the reactants needed to synthesize it. The reactants are: [NH:1]1[CH2:6][CH2:5][O:4][CH2:3][CH2:2]1.[C:7]([O:11][C:12](=[O:24])[NH:13][CH:14]1[CH2:19][CH2:18][N:17]([CH2:20][CH:21]2[CH2:23][S:22]2)[CH2:16][CH2:15]1)([CH3:10])([CH3:9])[CH3:8].